Dataset: Peptide-MHC class I binding affinity with 185,985 pairs from IEDB/IMGT. Task: Regression. Given a peptide amino acid sequence and an MHC pseudo amino acid sequence, predict their binding affinity value. This is MHC class I binding data. (1) The MHC is HLA-B15:17 with pseudo-sequence HLA-B15:17. The binding affinity (normalized) is 0.855. The peptide sequence is WTALMFAAY. (2) The peptide sequence is HQLDPAFRA. The MHC is HLA-A02:03 with pseudo-sequence HLA-A02:03. The binding affinity (normalized) is 0.